Dataset: Ames mutagenicity test results for genotoxicity prediction. Task: Regression/Classification. Given a drug SMILES string, predict its toxicity properties. Task type varies by dataset: regression for continuous values (e.g., LD50, hERG inhibition percentage) or binary classification for toxic/non-toxic outcomes (e.g., AMES mutagenicity, cardiotoxicity, hepatotoxicity). Dataset: ames. (1) The molecule is COc1ccc(O)c(C(C)(C)C)c1. The result is 0 (non-mutagenic). (2) The compound is O=[N+]([O-])c1cccc(O)c1[N+](=O)[O-]. The result is 1 (mutagenic). (3) The drug is C=C(C)C(=O)OCC(CC)(COC(=O)C(=C)C)COC(=O)C(=C)C. The result is 1 (mutagenic). (4) The drug is O=C(/C=C/C=C/c1ccc2c(c1)OCO2)N1CCCCC1. The result is 0 (non-mutagenic). (5) The drug is Clc1ccc(CSc2ccc(Cl)cc2)cc1. The result is 0 (non-mutagenic). (6) The compound is O=[N+]([O-])c1ccc2[nH]c3ccc([N+](=O)[O-])cc3c2c1. The result is 1 (mutagenic). (7) The drug is CCN(CC[N+](C)(C)C)c1ccc(N=Nc2ccc([N+](=O)[O-])cc2Cl)cc1. The result is 1 (mutagenic). (8) The compound is c1ccc(-c2ccccc2)cc1. The result is 0 (non-mutagenic). (9) The drug is CC(Br)C(=O)NCc1ccccc1. The result is 1 (mutagenic). (10) The drug is Fc1ccc2c3c(cccc13)-c1ccc3ccccc3c1-2. The result is 1 (mutagenic).